From a dataset of Reaction yield outcomes from USPTO patents with 853,638 reactions. Predict the reaction yield, written as a fraction of the theoretical maximum amount of product (1.0 means a 100% yield; for example, 0.34 means a 34% yield). (1) The reactants are [OH:1][C:2]1[C:3]([CH3:13])=[C:4]([CH:10]=[CH:11][CH:12]=1)[C:5]([O:7][CH2:8][CH3:9])=[O:6].C(N(CC)C(C)C)(C)C.[CH3:23][S:24](Cl)(=[O:26])=[O:25]. The catalyst is ClCCl.O. The product is [CH3:13][C:3]1[C:2]([O:1][S:24]([CH3:23])(=[O:26])=[O:25])=[CH:12][CH:11]=[CH:10][C:4]=1[C:5]([O:7][CH2:8][CH3:9])=[O:6]. The yield is 0.880. (2) The reactants are [NH:1]1[CH2:6][CH2:5][CH2:4][C@@H:3]2[C:7]3[CH:8]=[CH:9][C:10]([NH2:14])=[CH:11][C:12]=3[CH2:13][C@H:2]12.[C:15](O[C:15]([O:17][C:18]([CH3:21])([CH3:20])[CH3:19])=[O:16])([O:17][C:18]([CH3:21])([CH3:20])[CH3:19])=[O:16]. The yield is 0.250. The product is [C:18]([O:17][C:15]([N:1]1[CH2:6][CH2:5][CH2:4][C@@H:3]2[C:7]3[CH:8]=[CH:9][C:10]([NH2:14])=[CH:11][C:12]=3[CH2:13][C@H:2]12)=[O:16])([CH3:21])([CH3:20])[CH3:19]. No catalyst specified. (3) The reactants are [CH3:1][C:2]([CH3:29])([CH3:28])[C:3]([O:5][C:6]1[CH:15]=[C:14]2[C:9]([C:10]([CH2:17][C:18](=[O:27])[NH:19][CH2:20][CH2:21][CH2:22][CH2:23][CH2:24][CH2:25][OH:26])=[CH:11][C:12](=[O:16])[O:13]2)=[CH:8][CH:7]=1)=[O:4].C(N(CC)CC)C.[CH:37]([N:40]([CH:48]([CH3:50])[CH3:49])[P:41](Cl)[O:42][CH2:43][CH2:44][C:45]#[N:46])([CH3:39])[CH3:38].CO. The catalyst is C(Cl)Cl. The product is [CH3:1][C:2]([CH3:29])([CH3:28])[C:3]([O:5][C:6]1[CH:15]=[C:14]2[C:9]([C:10]([CH2:17][C:18](=[O:27])[NH:19][CH2:20][CH2:21][CH2:22][CH2:23][CH2:24][CH2:25][O:26][P:41]([N:40]([CH:48]([CH3:50])[CH3:49])[CH:37]([CH3:38])[CH3:39])[O:42][CH2:43][CH2:44][C:45]#[N:46])=[CH:11][C:12](=[O:16])[O:13]2)=[CH:8][CH:7]=1)=[O:4]. The yield is 0.650. (4) The reactants are [Cl:1][C:2]1[CH:9]=[CH:8][C:5]([CH:6]=O)=[C:4]([O:10][CH3:11])[CH:3]=1.[N+:12]([CH3:15])([O-:14])=[O:13].Cl.CN.C([O-])(=O)C.[Na+]. No catalyst specified. The product is [Cl:1][C:2]1[CH:9]=[CH:8][C:5](/[CH:6]=[CH:15]/[N+:12]([O-:14])=[O:13])=[C:4]([O:10][CH3:11])[CH:3]=1. The yield is 0.783. (5) The reactants are [N:1]1[CH:6]=[CH:5][C:4]([O:7][C:8]2[CH:9]=[C:10]([CH:13]=[CH:14][CH:15]=2)[CH:11]=O)=[CH:3][CH:2]=1.[C@@H:16]1([NH2:26])[C:25]2[C:20](=[CH:21][CH:22]=[CH:23][CH:24]=2)[CH2:19][CH2:18][CH2:17]1.[BH4-].[Na+]. The catalyst is C(O)C. The product is [N:1]1[CH:6]=[CH:5][C:4]([O:7][C:8]2[CH:9]=[C:10]([CH:13]=[CH:14][CH:15]=2)[CH2:11][NH:26][C@@H:16]2[C:25]3[C:20](=[CH:21][CH:22]=[CH:23][CH:24]=3)[CH2:19][CH2:18][CH2:17]2)=[CH:3][CH:2]=1. The yield is 0.850. (6) The reactants are [Cl-].O[NH3+:3].[C:4](=[O:7])([O-])[OH:5].[Na+].CS(C)=O.[Si]([O:20][CH:21]([C:52]([CH3:55])([CH3:54])[CH3:53])[CH2:22][N:23]1[C:28](=[O:29])[C:27]([CH2:30][C:31]2[CH:36]=[CH:35][C:34]([C:37]3[C:38]([C:43]#[N:44])=[CH:39][CH:40]=[CH:41][CH:42]=3)=[CH:33][CH:32]=2)=[C:26]([CH2:45][CH2:46][CH3:47])[N:25]2[N:48]=[C:49]([CH3:51])[N:50]=[C:24]12)(C(C)(C)C)(C)C. The catalyst is O.C(OCC)(=O)C. The product is [OH:20][CH:21]([C:52]([CH3:55])([CH3:54])[CH3:53])[CH2:22][N:23]1[C:28](=[O:29])[C:27]([CH2:30][C:31]2[CH:32]=[CH:33][C:34]([C:37]3[CH:42]=[CH:41][CH:40]=[CH:39][C:38]=3[C:43]3[NH:44][C:4](=[O:7])[O:5][N:3]=3)=[CH:35][CH:36]=2)=[C:26]([CH2:45][CH2:46][CH3:47])[N:25]2[N:48]=[C:49]([CH3:51])[N:50]=[C:24]12. The yield is 0.720.